From a dataset of Catalyst prediction with 721,799 reactions and 888 catalyst types from USPTO. Predict which catalyst facilitates the given reaction. (1) Reactant: [C:1]([O:4][C:5]1[C:6]([CH3:18])=[C:7]2[C:12](=[CH:13][C:14]=1[CH3:15])[O:11][C:10]([CH3:17])([CH3:16])[CH2:9][CH2:8]2)(=[O:3])[CH3:2].[N+:19]([O-])([OH:21])=[O:20]. Product: [C:1]([O:4][C:5]1[C:6]([CH3:18])=[C:7]2[C:12](=[C:13]([N+:19]([O-:21])=[O:20])[C:14]=1[CH3:15])[O:11][C:10]([CH3:17])([CH3:16])[CH2:9][CH2:8]2)(=[O:3])[CH3:2]. The catalyst class is: 52. (2) Product: [F:1][C:2]1[CH:3]=[CH:4][C:5]([CH:8]2[O:22][C:45](=[O:47])[NH:42][CH:9]2[CH2:13][C:14]2[CH:15]=[CH:16][C:17]([O:20][CH3:21])=[CH:18][CH:19]=2)=[CH:6][CH:7]=1. The catalyst class is: 7. Reactant: [F:1][C:2]1[CH:7]=[CH:6][C:5]([CH:8]([OH:22])[CH:9]([CH2:13][C:14]2[CH:19]=[CH:18][C:17]([O:20][CH3:21])=[CH:16][CH:15]=2)C(O)=O)=[CH:4][CH:3]=1.C1(P(N=[N+]=[N-])(C2C=CC=CC=2)=O)C=CC=CC=1.C([N:42]([CH2:45]C)CC)C.[OH2:47]. (3) Reactant: [F:1][C:2]1[CH:3]=[C:4]([CH:20]=[C:21]([F:23])[CH:22]=1)[O:5][C:6]1[C:11]2[CH2:12][C:13]([CH3:16])([CH3:15])[O:14][C:10]=2[CH:9]=[C:8]([C:17]([OH:19])=O)[CH:7]=1.CCN=C=NCCCN(C)C.Cl.C1C=CC2N(O)N=NC=2C=1.CN1CCOCC1.[CH3:53][N:54]1[CH:58]=[CH:57][C:56]([NH2:59])=[N:55]1. Product: [CH3:53][N:54]1[CH:58]=[CH:57][C:56]([NH:59][C:17]([C:8]2[CH:7]=[C:6]([O:5][C:4]3[CH:20]=[C:21]([F:23])[CH:22]=[C:2]([F:1])[CH:3]=3)[C:11]3[CH2:12][C:13]([CH3:15])([CH3:16])[O:14][C:10]=3[CH:9]=2)=[O:19])=[N:55]1. The catalyst class is: 2. (4) Reactant: [N+:1]([CH2:3][C:4]([O:6][CH2:7][CH3:8])=[O:5])#[C-:2].C[C:10]([CH3:13])([O-])C.[K+].[C:15](=[S:17])=[S:16].C(Br)C. Product: [CH2:10]([S:17][C:15]1[S:16][CH:2]=[N:1][C:3]=1[C:4]([O:6][CH2:7][CH3:8])=[O:5])[CH3:13]. The catalyst class is: 1. (5) Reactant: [Br:1][C:2]1[CH:3]=[N:4][CH:5]=[C:6]([CH:12]=1)[C:7](OCC)=[O:8].[BH4-].[Na+].CO.O. Product: [Br:1][C:2]1[CH:12]=[C:6]([CH2:7][OH:8])[CH:5]=[N:4][CH:3]=1. The catalyst class is: 107.